This data is from Forward reaction prediction with 1.9M reactions from USPTO patents (1976-2016). The task is: Predict the product of the given reaction. (1) Given the reactants [C-:1]#[N:2].[K+].[Cl-:4].[NH4+:5].[S:6]1[CH2:11][CH2:10][C:9](=O)[CH2:8][CH2:7]1.[OH-].[Na+], predict the reaction product. The product is: [ClH:4].[NH2:5][C:9]1([C:1]#[N:2])[CH2:10][CH2:11][S:6][CH2:7][CH2:8]1. (2) Given the reactants [CH2:1]([P:3]([OH:5])[OH:4])[CH3:2].[OH-].[Al+3:7].[OH-].[OH-], predict the reaction product. The product is: [Al+3:7].[CH2:1]([P:3]([O-:5])[O-:4])[CH3:2].[CH2:1]([P:3]([O-:5])[O-:4])[CH3:2].[CH2:1]([P:3]([O-:5])[O-:4])[CH3:2].[Al+3:7]. (3) Given the reactants C([O:3][C:4]([CH:6]1[CH2:11][CH2:10][CH:9]([O:12][C:13]2[CH:18]=[CH:17][C:16]([C:19]([N:21]3[C:30]4[C:25](=[CH:26][CH:27]=[CH:28][CH:29]=4)[C@H:24]([N:31]([C:39](=[O:41])[CH3:40])[C:32]4[CH:37]=[CH:36][C:35]([Cl:38])=[CH:34][CH:33]=4)[CH2:23][C@@H:22]3[CH3:42])=[O:20])=[CH:15][CH:14]=2)[CH2:8][CH2:7]1)=[O:5])C.C(O)C.[OH-].[Na+], predict the reaction product. The product is: [C:39]([N:31]([C:32]1[CH:37]=[CH:36][C:35]([Cl:38])=[CH:34][CH:33]=1)[C@H:24]1[C:25]2[C:30](=[CH:29][CH:28]=[CH:27][CH:26]=2)[N:21]([C:19]([C:16]2[CH:17]=[CH:18][C:13]([O:12][CH:9]3[CH2:10][CH2:11][CH:6]([C:4]([OH:5])=[O:3])[CH2:7][CH2:8]3)=[CH:14][CH:15]=2)=[O:20])[C@@H:22]([CH3:42])[CH2:23]1)(=[O:41])[CH3:40]. (4) Given the reactants [F:1][C:2]1[CH:7]=[C:6]([C:8]2[C:9]3[C:10]4[CH:23]=[CH:22][S:21][C:11]=4[C:12](=[O:20])[NH:13][C:14]=3[CH:15]=[CH:16][C:17]=2[O:18]C)[CH:5]=[CH:4][C:3]=1[S:24]([NH:27][CH2:28][CH2:29]O)(=[O:26])=[O:25].[Br:31]B(Br)Br, predict the reaction product. The product is: [Br:31][CH2:29][CH2:28][NH:27][S:24]([C:3]1[CH:4]=[CH:5][C:6]([C:8]2[C:9]3[C:10]4[CH:23]=[CH:22][S:21][C:11]=4[C:12](=[O:20])[NH:13][C:14]=3[CH:15]=[CH:16][C:17]=2[OH:18])=[CH:7][C:2]=1[F:1])(=[O:26])=[O:25]. (5) Given the reactants [CH3:1][S:2]([C:5]1[CH:10]=[CH:9][C:8]([C:11]2[CH:16]=[CH:15][C:14]([OH:17])=[C:13]([OH:18])[CH:12]=2)=[CH:7][CH:6]=1)(=[O:4])=[O:3].C(=O)([O-])[O-].[K+].[K+].[I-].[CH3:26][CH2:27][CH2:28][CH3:29].[CH3:30][C:31]([CH2:33][CH3:34])=O, predict the reaction product. The product is: [CH3:1][S:2]([C:5]1[CH:6]=[CH:7][C:8]([C:11]2[CH:16]=[CH:15][C:14]([O:17][CH2:26][CH2:27][CH2:28][CH3:29])=[C:13]([O:18][CH2:30][CH2:31][CH2:33][CH3:34])[CH:12]=2)=[CH:9][CH:10]=1)(=[O:3])=[O:4]. (6) Given the reactants [C:1]1([CH:7]([C:29]2[CH:34]=[CH:33][CH:32]=[CH:31][CH:30]=2)[CH2:8][NH:9][C:10]2[C:19]3[C:14](=[CH:15][CH:16]=[CH:17][CH:18]=3)[N:13]=[C:12]([C:20]3[CH:21]=[C:22]4[C:26](=[CH:27][CH:28]=3)[NH:25][CH:24]=[CH:23]4)[N:11]=2)[CH:6]=[CH:5][CH:4]=[CH:3][CH:2]=1.[CH3:35][S:36](Cl)(=[O:38])=[O:37], predict the reaction product. The product is: [C:29]1([CH:7]([C:1]2[CH:2]=[CH:3][CH:4]=[CH:5][CH:6]=2)[CH2:8][NH:9][C:10]2[C:19]3[C:14](=[CH:15][CH:16]=[CH:17][CH:18]=3)[N:13]=[C:12]([C:20]3[CH:21]=[C:22]4[C:26](=[CH:27][CH:28]=3)[N:25]([S:36]([CH3:35])(=[O:38])=[O:37])[CH:24]=[CH:23]4)[N:11]=2)[CH:34]=[CH:33][CH:32]=[CH:31][CH:30]=1.